This data is from Forward reaction prediction with 1.9M reactions from USPTO patents (1976-2016). The task is: Predict the product of the given reaction. (1) Given the reactants [O:1]1[C:6]2[CH:7]=[CH:8][CH:9]=[C:10]([N:11]3[CH2:16][CH2:15][N:14]([CH2:17][CH2:18][CH:19]([CH:31]=[O:32])[C:20]4[CH:25]=[CH:24][CH:23]=[CH:22][C:21]=4OC(F)(F)F)[CH2:13][CH2:12]3)[C:5]=2[O:4][CH2:3][CH2:2]1.C(C(C1C=CC=CC=1)CCN1CCN(C2C3OCCOC=3C=CC=2)CC1)#N, predict the reaction product. The product is: [O:1]1[C:6]2[CH:7]=[CH:8][CH:9]=[C:10]([N:11]3[CH2:12][CH2:13][N:14]([CH2:17][CH2:18][CH:19]([CH:31]=[O:32])[C:20]4[CH:25]=[CH:24][CH:23]=[CH:22][CH:21]=4)[CH2:15][CH2:16]3)[C:5]=2[O:4][CH2:3][CH2:2]1. (2) Given the reactants [CH2:1]([C:4]1[C:12]2[N:11]=[C:10]([CH2:13][O:14][C:15]3[CH:20]=[CH:19][C:18]([Cl:21])=[CH:17][CH:16]=3)[N:9]([CH2:22][CH2:23][CH2:24][CH:25]3[CH2:30][CH2:29][NH:28][CH2:27][CH2:26]3)[C:8]=2[CH:7]=[CH:6][CH:5]=1)[CH:2]=[CH2:3].C(=O)([O-])[O-].[K+].[K+].[C:37]1([CH2:43][CH2:44][CH2:45]Cl)[CH:42]=[CH:41][CH:40]=[CH:39][CH:38]=1, predict the reaction product. The product is: [CH2:1]([C:4]1[C:12]2[N:11]=[C:10]([CH2:13][O:14][C:15]3[CH:20]=[CH:19][C:18]([Cl:21])=[CH:17][CH:16]=3)[N:9]([CH2:22][CH2:23][CH2:24][CH:25]3[CH2:26][CH2:27][N:28]([CH2:45][CH2:44][CH2:43][C:37]4[CH:42]=[CH:41][CH:40]=[CH:39][CH:38]=4)[CH2:29][CH2:30]3)[C:8]=2[CH:7]=[CH:6][CH:5]=1)[CH:2]=[CH2:3]. (3) Given the reactants I[C:2]1[CH:3]=[CH:4][C:5]([NH:8][CH2:9][CH:10]([N:12]2[CH2:16][CH2:15][CH2:14][CH2:13]2)[CH3:11])=[N:6][CH:7]=1.[Cl:17][C:18]1[CH:23]=[CH:22][C:21]([C:24]2[CH:25]=[CH:26][C:27]([C:30]#[CH:31])=[N:28][CH:29]=2)=[CH:20][CH:19]=1, predict the reaction product. The product is: [Cl:17][C:18]1[CH:19]=[CH:20][C:21]([C:24]2[CH:25]=[CH:26][C:27]([C:30]#[C:31][C:2]3[CH:3]=[CH:4][C:5]([NH:8][CH2:9][CH:10]([N:12]4[CH2:16][CH2:15][CH2:14][CH2:13]4)[CH3:11])=[N:6][CH:7]=3)=[N:28][CH:29]=2)=[CH:22][CH:23]=1. (4) Given the reactants [F:1][C:2]1[CH:10]=[C:9]([C:11]2[CH:16]=[CH:15][C:14]([O:17][CH2:18][CH:19]3[CH2:24][CH2:23][N:22]([CH2:25][C:26]([F:29])([CH3:28])[CH3:27])[CH2:21][CH2:20]3)=[CH:13][N:12]=2)[CH:8]=[CH:7][C:3]=1[C:4](O)=[O:5].[NH:30]1[CH2:37][CH2:36][CH2:35][C@H:31]1[C:32]([NH2:34])=[O:33].F[P-](F)(F)(F)(F)F.N1(O[P+](N(C)C)(N(C)C)N(C)C)C2C=CC=CC=2N=N1.[NH4+].[Cl-], predict the reaction product. The product is: [F:1][C:2]1[CH:10]=[C:9]([C:11]2[CH:16]=[CH:15][C:14]([O:17][CH2:18][CH:19]3[CH2:20][CH2:21][N:22]([CH2:25][C:26]([F:29])([CH3:28])[CH3:27])[CH2:23][CH2:24]3)=[CH:13][N:12]=2)[CH:8]=[CH:7][C:3]=1[C:4]([N:30]1[CH2:37][CH2:36][CH2:35][C@H:31]1[C:32]([NH2:34])=[O:33])=[O:5]. (5) Given the reactants [Cl:1][C:2]1[CH:7]=[CH:6][C:5]([C:8]2[CH:9]=[N:10][CH:11]=[C:12]3[C:17]=2[N:16]=[C:15]([C:18]([OH:20])=O)[CH:14]=[CH:13]3)=[CH:4][CH:3]=1.[CH:21]([N:24](CC)C(C)C)([CH3:23])[CH3:22].F[P-](F)(F)(F)(F)F.N1(OC(N(C)C)=[N+](C)C)C2N=CC=CC=2N=N1.CC(N)C, predict the reaction product. The product is: [Cl:1][C:2]1[CH:3]=[CH:4][C:5]([C:8]2[CH:9]=[N:10][CH:11]=[C:12]3[C:17]=2[N:16]=[C:15]([C:18]([NH:24][CH:21]([CH3:23])[CH3:22])=[O:20])[CH:14]=[CH:13]3)=[CH:6][CH:7]=1. (6) Given the reactants [Cl:1][C:2]1[CH:3]=[C:4]([N:9]([CH3:27])[C:10]([C:12]2[S:20][C:15]3=[N:16][N:17]=[C:18]([SH:19])[N:14]3[C:13]=2[C:21]2[CH:26]=[CH:25][CH:24]=[CH:23][CH:22]=2)=[O:11])[CH:5]=[CH:6][C:7]=1[CH3:8].CCN(CC)CC.CS(O[CH2:40][C:41]1[CH:49]=[CH:48][C:44]2[O:45][CH2:46][O:47][C:43]=2[CH:42]=1)(=O)=O, predict the reaction product. The product is: [O:45]1[C:44]2[CH:48]=[CH:49][C:41]([CH2:40][S:19][C:18]3[N:14]4[C:13]([C:21]5[CH:22]=[CH:23][CH:24]=[CH:25][CH:26]=5)=[C:12]([C:10]([N:9]([C:4]5[CH:5]=[CH:6][C:7]([CH3:8])=[C:2]([Cl:1])[CH:3]=5)[CH3:27])=[O:11])[S:20][C:15]4=[N:16][N:17]=3)=[CH:42][C:43]=2[O:47][CH2:46]1.